From a dataset of Aqueous solubility values for 9,982 compounds from the AqSolDB database. Regression/Classification. Given a drug SMILES string, predict its absorption, distribution, metabolism, or excretion properties. Task type varies by dataset: regression for continuous measurements (e.g., permeability, clearance, half-life) or binary classification for categorical outcomes (e.g., BBB penetration, CYP inhibition). For this dataset (solubility_aqsoldb), we predict Y. (1) The drug is COC(=O)C(C)N(C(=O)c1ccccc1)c1ccc(F)c(Cl)c1. The Y is -3.98 log mol/L. (2) The drug is CCCCCCCCCCCCCCCCCCCCCC(=O)NCCCN(C)C. The Y is -6.63 log mol/L.